Dataset: Peptide-MHC class II binding affinity with 134,281 pairs from IEDB. Task: Regression. Given a peptide amino acid sequence and an MHC pseudo amino acid sequence, predict their binding affinity value. This is MHC class II binding data. (1) The peptide sequence is GELQIVDKADAAFKI. The MHC is DRB3_0101 with pseudo-sequence DRB3_0101. The binding affinity (normalized) is 0.778. (2) The binding affinity (normalized) is 0. The peptide sequence is MASSSSVLLVVALFA. The MHC is HLA-DPA10201-DPB11401 with pseudo-sequence HLA-DPA10201-DPB11401.